From a dataset of Peptide-MHC class II binding affinity with 134,281 pairs from IEDB. Regression. Given a peptide amino acid sequence and an MHC pseudo amino acid sequence, predict their binding affinity value. This is MHC class II binding data. (1) The peptide sequence is LQLIQLINVDEVNQIVTTN. The MHC is DRB1_0701 with pseudo-sequence DRB1_0701. The binding affinity (normalized) is 0.204. (2) The peptide sequence is APTGMFVAGAKYMVI. The MHC is HLA-DPA10201-DPB10101 with pseudo-sequence HLA-DPA10201-DPB10101. The binding affinity (normalized) is 0.461. (3) The peptide sequence is SNMTQRVVIALLVLAKK. The MHC is DRB1_0301 with pseudo-sequence DRB1_0301. The binding affinity (normalized) is 0.778. (4) The peptide sequence is LTLLQLLPKGA. The MHC is HLA-DQA10102-DQB10602 with pseudo-sequence HLA-DQA10102-DQB10602. The binding affinity (normalized) is 0. (5) The peptide sequence is GELQIVDCIDAAFKI. The MHC is DRB1_1201 with pseudo-sequence DRB1_1201. The binding affinity (normalized) is 0.477. (6) The peptide sequence is PAVLQSSGLYSLSSVVTVPSSSLGTQ. The MHC is DRB1_1101 with pseudo-sequence DRB1_1101. The binding affinity (normalized) is 0.0316. (7) The peptide sequence is HFNMLKNKMQSSFFM. The MHC is DRB4_0101 with pseudo-sequence DRB4_0103. The binding affinity (normalized) is 0.368.